This data is from Full USPTO retrosynthesis dataset with 1.9M reactions from patents (1976-2016). The task is: Predict the reactants needed to synthesize the given product. (1) Given the product [I:1][C:2]1[CH:3]=[C:4]([NH:5][C:15](=[O:16])[C:14]2[CH:18]=[CH:19][CH:20]=[C:12]([C:11]([F:10])([F:21])[F:22])[CH:13]=2)[CH:6]=[CH:7][C:8]=1[CH3:9], predict the reactants needed to synthesize it. The reactants are: [I:1][C:2]1[CH:3]=[C:4]([CH:6]=[CH:7][C:8]=1[CH3:9])[NH2:5].[F:10][C:11]([F:22])([F:21])[C:12]1[CH:13]=[C:14]([CH:18]=[CH:19][CH:20]=1)[C:15](O)=[O:16].C1C=CC2N(O)N=NC=2C=1.CCN=C=NCCCN(C)C.Cl. (2) Given the product [CH2:43]([O:42][C:39]([N:15]=[C:16]([NH:17][C:18]([O:20][CH2:21][C:22]1[CH:27]=[CH:26][CH:25]=[CH:24][CH:23]=1)=[O:19])[NH:1][C:2]1[C:11]([CH3:12])=[C:10]2[C:5]([CH:6]=[CH:7][CH:8]=[N:9]2)=[CH:4][CH:3]=1)=[O:41])[C:44]1[CH:10]=[CH:11][CH:2]=[CH:3][CH:4]=1, predict the reactants needed to synthesize it. The reactants are: [NH2:1][C:2]1[C:11]([CH3:12])=[C:10]2[C:5]([CH:6]=[CH:7][CH:8]=[N:9]2)=[CH:4][CH:3]=1.C([N:15]=[C:16](S)[N:17](C(OCC1C=CC=CC=1)=O)[C:18]([O:20][CH2:21][C:22]1[CH:27]=[CH:26][CH:25]=[CH:24][CH:23]=1)=[O:19])C.[C:39]([O:42][CH2:43][CH3:44])(=[O:41])C.